Dataset: Reaction yield outcomes from USPTO patents with 853,638 reactions. Task: Predict the reaction yield, written as a fraction of the theoretical maximum amount of product (1.0 means a 100% yield; for example, 0.34 means a 34% yield). (1) The reactants are [CH2:1]([N:8]1[CH2:14][C:13]2[N:15]=[CH:16][C:17](Cl)=[N:18][C:12]=2[O:11][CH2:10][CH2:9]1)[C:2]1[CH:7]=[CH:6][CH:5]=[CH:4][CH:3]=1.[CH2:20]([C@@H:22]1[CH2:27][O:26][CH2:25][CH2:24][NH:23]1)[CH3:21].CC(C1C=C(C(C)C)C(C2C=CC=CC=2P(C2CCCCC2)C2CCCCC2)=C(C(C)C)C=1)C.CC(C)([O-])C.[Na+]. The catalyst is C1(C)C=CC=CC=1.C1C=CC(/C=C/C(/C=C/C2C=CC=CC=2)=O)=CC=1.C1C=CC(/C=C/C(/C=C/C2C=CC=CC=2)=O)=CC=1.C1C=CC(/C=C/C(/C=C/C2C=CC=CC=2)=O)=CC=1.[Pd].[Pd].O. The product is [CH2:1]([N:8]1[CH2:14][C:13]2[N:15]=[CH:16][C:17]([N:23]3[CH2:24][CH2:25][O:26][CH2:27][C@H:22]3[CH2:20][CH3:21])=[N:18][C:12]=2[O:11][CH2:10][CH2:9]1)[C:2]1[CH:7]=[CH:6][CH:5]=[CH:4][CH:3]=1. The yield is 0.330. (2) The reactants are [N+:1]([C:4]1[C:5]([NH:11][C:12]2[CH:21]=[C:20]3[C:15]([CH:16]=[CH:17][CH:18]=[C:19]3[N:22]3[CH2:27][CH2:26][N:25]([C:28]([O:30][C:31]([CH3:34])([CH3:33])[CH3:32])=[O:29])[CH2:24][CH2:23]3)=[CH:14][CH:13]=2)=[N+:6]([O-])[CH:7]=[CH:8][CH:9]=1)([O-])=O.C([O-])=O.[NH4+]. The catalyst is [Pd].C(O)C. The product is [NH2:1][C:4]1[C:5]([NH:11][C:12]2[CH:21]=[C:20]3[C:15]([CH:16]=[CH:17][CH:18]=[C:19]3[N:22]3[CH2:27][CH2:26][N:25]([C:28]([O:30][C:31]([CH3:34])([CH3:33])[CH3:32])=[O:29])[CH2:24][CH2:23]3)=[CH:14][CH:13]=2)=[N:6][CH:7]=[CH:8][CH:9]=1. The yield is 0.300. (3) The reactants are [Br:1][C:2]1[C:3](O)=[N:4][CH:5]=[C:6]([CH:12]=1)[C:7]([O:9][CH2:10][CH3:11])=[O:8].[Br:14]P(Br)Br. The catalyst is O. The product is [Br:1][C:2]1[C:3]([Br:14])=[N:4][CH:5]=[C:6]([CH:12]=1)[C:7]([O:9][CH2:10][CH3:11])=[O:8]. The yield is 0.860. (4) The reactants are Cl.[O:2]=[C:3]1[NH:11][C:10]2[C:5](=[N:6][C:7]([C:12]3[CH:13]=[N:14][N:15]4[CH:20]=[CH:19][C:18]([C:21]#[N:22])=[CH:17][C:16]=34)=[N:8][CH:9]=2)[N:4]1[C@H:23]1[CH2:28][CH2:27][CH2:26][NH:25][CH2:24]1.[C:29](OC(=O)C)(=[O:31])[CH3:30]. The catalyst is CN(C=O)C. The product is [C:29]([N:25]1[CH2:26][CH2:27][CH2:28][C@H:23]([N:4]2[C:3](=[O:2])[NH:11][C:10]3[C:5]2=[N:6][C:7]([C:12]2[CH:13]=[N:14][N:15]4[CH:20]=[CH:19][C:18]([C:21]#[N:22])=[CH:17][C:16]=24)=[N:8][CH:9]=3)[CH2:24]1)(=[O:31])[CH3:30]. The yield is 0.570. (5) The reactants are [I:1][C:2]1[CH:9]=[CH:8][C:5]([CH:6]=O)=[CH:4][CH:3]=1.C([CH2:13][S:14]([CH2:17][S:18]([CH2:21][C:22](O)=O)(=[O:20])=[O:19])(=[O:16])=[O:15])(O)=O. The catalyst is C(O)(=O)C. The product is [I:1][C:2]1[CH:9]=[CH:8][C:5](/[CH:6]=[CH:13]/[S:14]([CH2:17][S:18](/[CH:21]=[CH:22]/[C:5]2[CH:8]=[CH:9][C:2]([I:1])=[CH:3][CH:4]=2)(=[O:20])=[O:19])(=[O:16])=[O:15])=[CH:4][CH:3]=1. The yield is 0.780. (6) The reactants are Br[C:2]1[C:3]([NH2:9])=[N:4][CH:5]=[C:6]([Br:8])[N:7]=1.[O:10]1[CH2:15][CH2:14][CH:13]([CH2:16][NH2:17])[CH2:12][CH2:11]1. The catalyst is CC#N. The product is [Br:8][C:6]1[N:7]=[C:2]([NH:17][CH2:16][CH:13]2[CH2:14][CH2:15][O:10][CH2:11][CH2:12]2)[C:3]([NH2:9])=[N:4][CH:5]=1. The yield is 0.618. (7) The reactants are [O:1]1[CH2:5][CH2:4][O:3][CH:2]1[C:6]1[CH:7]=[C:8]([CH:12]=[CH:13][CH:14]=1)[C:9]([OH:11])=O.[NH2:15][C:16]1[S:17][CH:18]=[C:19]([C:26]2[CH:31]=[CH:30][CH:29]=[CH:28][CH:27]=2)[C:20]=1[C:21]([O:23][CH2:24][CH3:25])=[O:22].CCN(P1(N(C)CCCN1C)=NC(C)(C)C)CC.CN(C(ON1N=NC2C=CC=CC1=2)=[N+](C)C)C.F[P-](F)(F)(F)(F)F. The catalyst is C(#N)C. The product is [O:3]1[CH2:4][CH2:5][O:1][CH:2]1[C:6]1[CH:7]=[C:8]([CH:12]=[CH:13][CH:14]=1)[C:9]([NH:15][C:16]1[S:17][CH:18]=[C:19]([C:26]2[CH:31]=[CH:30][CH:29]=[CH:28][CH:27]=2)[C:20]=1[C:21]([O:23][CH2:24][CH3:25])=[O:22])=[O:11]. The yield is 0.266. (8) The reactants are [F:1][C:2]1[CH:7]=[C:6](I)[CH:5]=[CH:4][C:3]=1[N:9]1[C:13]([CH3:14])=[CH:12][CH:11]=[C:10]1[CH3:15].[F:16][C:17]1[CH:24]=[CH:23][C:20]([CH2:21][OH:22])=[CH:19][CH:18]=1.C(=O)([O-])[O-].[Cs+].[Cs+].N1C2C(=CC=C3C=2N=CC=C3)C=CC=1. The catalyst is C1(C)C=CC=CC=1. The product is [F:1][C:2]1[CH:7]=[C:6]([O:22][CH2:21][C:20]2[CH:23]=[CH:24][C:17]([F:16])=[CH:18][CH:19]=2)[CH:5]=[CH:4][C:3]=1[N:9]1[C:13]([CH3:14])=[CH:12][CH:11]=[C:10]1[CH3:15]. The yield is 0.750.